Task: Predict the product of the given reaction.. Dataset: Forward reaction prediction with 1.9M reactions from USPTO patents (1976-2016) (1) The product is: [C:9]([O:8][CH2:7][CH2:6][O:5][C:4]1[CH:12]=[CH:13][C:14]([CH3:16])=[CH:15][C:3]=1[CH:1]=[N:38][C:36]([O:45][Si:18]([CH3:25])([CH3:24])[CH3:17])=[CH2:37])(=[O:11])[CH3:10]. Given the reactants [CH:1]([C:3]1[CH:15]=[C:14]([CH3:16])[CH:13]=[CH:12][C:4]=1[O:5][CH2:6][CH2:7][O:8][C:9](=[O:11])[CH3:10])=O.[CH3:17][Si:18]([CH3:25])([CH3:24])N[Si:18]([CH3:25])([CH3:24])[CH3:17].C([Li])CCC.C[Si](Cl)(C)C.[CH2:36]([N:38](CC)CC)[CH3:37].C(Cl)(=[O:45])C, predict the reaction product. (2) Given the reactants [Al].[CH2:2](Br)[C:3]#[CH:4].[O:6]1[CH2:11][CH2:10][CH2:9][O:8][CH:7]1[C:12]1[CH:17]=[CH:16][CH:15]=[CH:14][C:13]=1[C:18]([CH3:27])([CH3:26])[CH2:19][C:20](=[O:25])[C:21]([F:24])([F:23])[F:22].C1(C2OCCCO2)C=CC=CC=1.C([Al])C#C, predict the reaction product. The product is: [CH3:26][C:18]1([CH3:27])[CH2:19][C:20]([CH2:4][C:3]#[CH:2])([C:21]([F:23])([F:24])[F:22])[O:25][CH:7]([O:8][CH2:9][CH2:10][CH2:11][OH:6])[C:12]2[CH:17]=[CH:16][CH:15]=[CH:14][C:13]1=2. (3) Given the reactants I[C:2]1[CH:11]=[CH:10][CH:9]=[C:8]2[C:3]=1[CH:4]=[CH:5][C:6](Cl)=[N:7]2.[CH3:13][C:14]1[O:18][C:17]([CH2:19][NH2:20])=[CH:16][CH:15]=1.[CH3:21][S:22]([C:25]1[CH:26]=[C:27]([CH:29]=[CH:30][CH:31]=1)[NH2:28])(=[O:24])=[O:23], predict the reaction product. The product is: [CH3:21][S:22]([C:25]1[CH:26]=[C:27]([NH:28][C:2]2[C:3]3[CH:4]=[CH:5][C:6]([NH:20][CH2:19][C:17]4[O:18][C:14]([CH3:13])=[CH:15][CH:16]=4)=[N:7][C:8]=3[CH:9]=[CH:10][CH:11]=2)[CH:29]=[CH:30][CH:31]=1)(=[O:23])=[O:24]. (4) Given the reactants Cl[C:2]1[N:7]=[C:6]([NH:8][C:9]2[CH:14]=[C:13]([N+:15]([O-])=O)[CH:12]=[CH:11][C:10]=2[CH3:18])[N:5]=[C:4]([C:19]2[CH:20]=[N:21][CH:22]=[CH:23][CH:24]=2)[CH:3]=1.O.C(O)C, predict the reaction product. The product is: [CH3:18][C:10]1[CH:11]=[CH:12][C:13]([NH2:15])=[CH:14][C:9]=1[NH:8][C:6]1[N:5]=[C:4]([C:19]2[CH:20]=[N:21][CH:22]=[CH:23][CH:24]=2)[CH:3]=[CH:2][N:7]=1. (5) Given the reactants [Br-].[CH2:2]([Zn+])[CH2:3][C:4]1[CH:9]=[CH:8][CH:7]=[CH:6][CH:5]=1.Br[C:12]1[C:17]([Br:18])=[CH:16][CH:15]=[CH:14][N:13]=1, predict the reaction product. The product is: [Br:18][C:17]1[C:12]([CH2:2][CH2:3][C:4]2[CH:9]=[CH:8][CH:7]=[CH:6][CH:5]=2)=[N:13][CH:14]=[CH:15][CH:16]=1. (6) Given the reactants [Cl:1][C:2]1[C:8]([Cl:9])=[CH:7][CH:6]=[CH:5][C:3]=1[NH2:4].Cl.[N:11]([O-])=O.[Na+].[O:15]=[C:16]1[CH2:21][CH2:20][CH2:19][CH2:18][CH:17]1C(O)=O, predict the reaction product. The product is: [Cl:1][C:2]1[C:8]([Cl:9])=[CH:7][CH:6]=[CH:5][C:3]=1[NH:4][N:11]=[C:17]1[CH2:18][CH2:19][CH2:20][CH2:21][C:16]1=[O:15]. (7) Given the reactants [CH3:1][C:2]([CH3:22])([CH3:21])[C:3]([NH:5][C:6]1[CH:15]=[C:14]([F:16])[CH:13]=[C:12]([O:17][CH2:18][C:19]#[CH:20])[C:7]=1[C:8]([O:10][CH3:11])=[O:9])=[O:4], predict the reaction product. The product is: [CH3:1][C:2]([CH3:22])([CH3:21])[C:3]([NH:5][C:6]1[C:7]([C:8]([O:10][CH3:11])=[O:9])=[C:12]2[C:13]([CH:20]=[CH:19][CH2:18][O:17]2)=[C:14]([F:16])[CH:15]=1)=[O:4]. (8) Given the reactants CC(C)C(P(=O)O)NC(=O)CCC1C=CC=CC=1.C(OC([NH:29][CH2:30][CH2:31][CH2:32][CH2:33][C@H:34]([OH:45])[C:35]([O:37]CC1C=CC=CC=1)=[O:36])=O)C1C=CC=CC=1, predict the reaction product. The product is: [NH2:29][CH2:30][CH2:31][CH2:32][CH2:33][CH:34]([OH:45])[C:35]([OH:37])=[O:36].